From a dataset of Reaction yield outcomes from USPTO patents with 853,638 reactions. Predict the reaction yield, written as a fraction of the theoretical maximum amount of product (1.0 means a 100% yield; for example, 0.34 means a 34% yield). (1) The reactants are [CH2:1]([N:3]1[C:12]2[C:7](=[CH:8][C:9]([N+:13]([O-])=O)=[CH:10][CH:11]=2)[C:6](=[O:16])[N:5]([CH2:17][CH2:18][O:19][CH3:20])[C:4]1=[O:21])[CH3:2].[H][H]. The catalyst is C(OCC)(=O)C.[Pd]. The product is [NH2:13][C:9]1[CH:8]=[C:7]2[C:12](=[CH:11][CH:10]=1)[N:3]([CH2:1][CH3:2])[C:4](=[O:21])[N:5]([CH2:17][CH2:18][O:19][CH3:20])[C:6]2=[O:16]. The yield is 0.950. (2) The product is [Br:19][C:20]1[CH:21]=[N:22][C:23]([O:29][CH3:30])=[C:24]([CH:28]=1)[C:25]([NH:39][CH2:38][C:35]1[CH:36]=[CH:37][C:32]([F:31])=[CH:33][CH:34]=1)=[O:27]. The reactants are C(P1(=O)OP(CCC)(=O)OP(CCC)(=O)O1)CC.[Br:19][C:20]1[CH:21]=[N:22][C:23]([O:29][CH3:30])=[C:24]([CH:28]=1)[C:25]([OH:27])=O.[F:31][C:32]1[CH:37]=[CH:36][C:35]([CH2:38][NH2:39])=[CH:34][CH:33]=1.CCN(CC)CC. The yield is 0.910. The catalyst is C(Cl)Cl.O. (3) The reactants are Cl[C:2]1[N:7]=[C:6](Cl)[C:5]([F:9])=[CH:4][N:3]=1.[N+:10]([C:13]1[CH:14]=[C:15]([CH:17]=[CH:18][CH:19]=1)[NH2:16])([O-:12])=[O:11]. The catalyst is CO.O. The product is [N+:10]([C:13]1[CH:14]=[C:15]([NH:16][C:2]2[N:7]=[C:6]([NH:16][C:15]3[CH:17]=[CH:18][CH:19]=[C:13]([N+:10]([O-:12])=[O:11])[CH:14]=3)[C:5]([F:9])=[CH:4][N:3]=2)[CH:17]=[CH:18][CH:19]=1)([O-:12])=[O:11]. The yield is 0.760. (4) The reactants are [CH2:1]([N:8]([CH2:13][C:14]([OH:16])=O)[CH2:9][C:10]([OH:12])=O)[C:2]1[CH:7]=[CH:6][CH:5]=[CH:4][CH:3]=1.C(OC(=O)C)(=O)C.[CH:24]1[CH:29]=[CH:28][C:27]([CH2:30][CH2:31][NH2:32])=[CH:26][CH:25]=1.FC(F)(F)C(OC(=O)C(F)(F)F)=O. The catalyst is N1C=CC=CC=1.CC(C)=O. The product is [CH2:1]([N:8]1[CH2:9][C:10](=[O:12])[N:32]([CH2:31][CH2:30][C:27]2[CH:28]=[CH:29][CH:24]=[CH:25][CH:26]=2)[C:14](=[O:16])[CH2:13]1)[C:2]1[CH:3]=[CH:4][CH:5]=[CH:6][CH:7]=1. The yield is 0.926. (5) The reactants are FC(F)(F)C1C=C([C:13]2[C:14]3[NH:27][CH:26]=[CH:25][C:15]=3[C:16]3[C:21]([CH:22]=2)=[N:20][C:19]([NH2:23])=[N:18][C:17]=3[NH2:24])C=C(C(F)(F)F)C=1.CC1(C)C(C)(C)OB([C:38]2[CH:43]=[CH:42][CH:41]=[CH:40][C:39]=2[CH2:44][CH2:45][C:46]([OH:48])=[O:47])O1.C(=O)([O-])[O-].[Na+].[Na+].C(O)C. The catalyst is CO.C1C=CC(P(C2C=CC=CC=2)C2C=CC=CC=2)=CC=1.C1C=CC(P(C2C=CC=CC=2)C2C=CC=CC=2)=CC=1.C1C=CC(P(C2C=CC=CC=2)C2C=CC=CC=2)=CC=1.C1C=CC(P(C2C=CC=CC=2)C2C=CC=CC=2)=CC=1.[Pd].COCCOC. The product is [NH2:24][C:17]1[C:16]2[C:15]3[CH:25]=[CH:26][NH:27][C:14]=3[C:13]([C:38]3[CH:43]=[CH:42][CH:41]=[CH:40][C:39]=3[CH2:44][CH2:45][C:46]([OH:48])=[O:47])=[CH:22][C:21]=2[N:20]=[C:19]([NH2:23])[N:18]=1. The yield is 0.121. (6) The catalyst is CN(C=O)C. The product is [Br:13][C:14]1[CH:15]=[C:16]([O:21][CH2:22][CH3:23])[C:17]([O:10][CH2:9][C:6]2[CH:7]=[CH:8][C:3]([O:2][CH3:1])=[CH:4][CH:5]=2)=[N:18][CH:19]=1. The yield is 0.678. The reactants are [CH3:1][O:2][C:3]1[CH:8]=[CH:7][C:6]([CH2:9][OH:10])=[CH:5][CH:4]=1.[H-].[Na+].[Br:13][C:14]1[CH:15]=[C:16]([O:21][CH2:22][CH3:23])[C:17](Cl)=[N:18][CH:19]=1. (7) The reactants are [Cl-].C[Al+]C.CCCCCC.[C:11]([C:15]1[CH:22]=[CH:21][C:18]([CH2:19][NH2:20])=[CH:17][CH:16]=1)([CH3:14])([CH3:13])[CH3:12].[Cl:23][C:24]1[CH:31]=[CH:30][CH:29]=[C:28]([Cl:32])[C:25]=1[C:26]#[N:27].[C:33](OCC)(=[O:40])[CH2:34][C:35](OCC)=[O:36].C[O-].[Na+].CO. The catalyst is C1(C)C=CC=CC=1.O.COCCO. The product is [Cl:23][C:24]1[CH:31]=[CH:30][CH:29]=[C:28]([Cl:32])[C:25]=1[C:26]1[N:20]([CH2:19][C:18]2[CH:17]=[CH:16][C:15]([C:11]([CH3:14])([CH3:12])[CH3:13])=[CH:22][CH:21]=2)[C:35](=[O:36])[CH:34]=[C:33]([OH:40])[N:27]=1. The yield is 0.610.